Dataset: Full USPTO retrosynthesis dataset with 1.9M reactions from patents (1976-2016). Task: Predict the reactants needed to synthesize the given product. (1) Given the product [CH3:36][CH:24]1[CH:23]([OH:37])[C:22]2[C:27](=[CH:28][CH:29]=[C:20]([OH:19])[CH:21]=2)[O:26][CH:25]1[C:30]1[CH:35]=[CH:34][CH:33]=[CH:32][CH:31]=1, predict the reactants needed to synthesize it. The reactants are: C1(C2CC(O)C3C(=CC=C(O)C=3)O2)C=CC=CC=1.[OH:19][C:20]1[CH:21]=[C:22]2[C:27](=[CH:28][CH:29]=1)[O:26][CH:25]([C:30]1[CH:35]=[CH:34][CH:33]=[CH:32][CH:31]=1)[CH:24]([CH3:36])[C:23]2=[O:37]. (2) Given the product [C:23]([C:27]1[CH:28]=[CH:29][C:30]([C:33]([C:34]2[C:35]([C:50]3[CH:51]=[CH:52][C:53]([F:56])=[CH:54][CH:55]=3)=[C:36]3[C:41](=[CH:42][C:43]=2[CH:44]([CH3:46])[CH3:45])[O:40][C:39]([CH3:47])([CH3:48])[CH2:38][C:37]3=[O:49])=[O:57])=[CH:31][CH:32]=1)([CH3:25])([CH3:26])[CH3:24], predict the reactants needed to synthesize it. The reactants are: CC(OI1(OC(C)=O)(OC(C)=O)OC(=O)C2C1=CC=CC=2)=O.[C:23]([C:27]1[CH:32]=[CH:31][C:30]([CH:33]([OH:57])[C:34]2[C:35]([C:50]3[CH:55]=[CH:54][C:53]([F:56])=[CH:52][CH:51]=3)=[C:36]3[C:41](=[CH:42][C:43]=2[CH:44]([CH3:46])[CH3:45])[O:40][C:39]([CH3:48])([CH3:47])[CH2:38][C:37]3=[O:49])=[CH:29][CH:28]=1)([CH3:26])([CH3:25])[CH3:24].C(C1C=CC(C(O)C2C(C3C=CC(F)=CC=3)=C3C(=CC=2CCC)OC(C)(C)CC3=O)=CC=1)(C)(C)C. (3) Given the product [Br:21][C:22]1[CH:27]=[CH:26][C:25]([CH2:28][N:6]2[C:7]3[C:3](=[C:2]([F:1])[CH:10]=[CH:9][CH:8]=3)[C:4]([C:11]([NH:13][C@H:14]3[CH2:19][CH2:18][CH2:17][CH2:16][C@@H:15]3[OH:20])=[O:12])=[CH:5]2)=[CH:24][CH:23]=1, predict the reactants needed to synthesize it. The reactants are: [F:1][C:2]1[CH:10]=[CH:9][CH:8]=[C:7]2[C:3]=1[C:4]([C:11]([NH:13][C@H:14]1[CH2:19][CH2:18][CH2:17][CH2:16][C@@H:15]1[OH:20])=[O:12])=[CH:5][NH:6]2.[Br:21][C:22]1[CH:27]=[CH:26][C:25]([CH2:28]Br)=[CH:24][CH:23]=1.